Predict the product of the given reaction. From a dataset of Forward reaction prediction with 1.9M reactions from USPTO patents (1976-2016). Given the reactants CN(C(ON1N=NC2C=CC=CC1=2)=[N+](C)C)C.[B-](F)(F)(F)F.[CH3:23][C:24]1[C:28]([C:29]([OH:31])=O)=[C:27]([CH2:32][C:33](=[O:40])[C:34]2[CH:39]=[CH:38][CH:37]=[CH:36][CH:35]=2)[O:26][N:25]=1.C(N(C(C)C)C(C)C)C.[CH2:50]1[C:58]2[C:53](=[CH:54][CH:55]=[CH:56][CH:57]=2)[CH2:52][NH:51]1, predict the reaction product. The product is: [CH2:50]1[C:58]2[C:53](=[CH:54][CH:55]=[CH:56][CH:57]=2)[CH2:52][N:51]1[C:29]([C:28]1[C:24]([CH3:23])=[N:25][O:26][C:27]=1[CH2:32][C:33]([C:34]1[CH:39]=[CH:38][CH:37]=[CH:36][CH:35]=1)=[O:40])=[O:31].